Dataset: NCI-60 drug combinations with 297,098 pairs across 59 cell lines. Task: Regression. Given two drug SMILES strings and cell line genomic features, predict the synergy score measuring deviation from expected non-interaction effect. (1) Drug 1: C1=C(C(=O)NC(=O)N1)F. Drug 2: C1CCC(C(C1)N)N.C(=O)(C(=O)[O-])[O-].[Pt+4]. Cell line: PC-3. Synergy scores: CSS=42.4, Synergy_ZIP=8.42, Synergy_Bliss=8.25, Synergy_Loewe=12.9, Synergy_HSA=13.2. (2) Drug 1: C1=NC2=C(N=C(N=C2N1C3C(C(C(O3)CO)O)O)F)N. Drug 2: CC1=C(C(CCC1)(C)C)C=CC(=CC=CC(=CC(=O)O)C)C. Cell line: SF-539. Synergy scores: CSS=14.7, Synergy_ZIP=-4.87, Synergy_Bliss=-2.82, Synergy_Loewe=-6.55, Synergy_HSA=-0.846. (3) Synergy scores: CSS=22.1, Synergy_ZIP=-0.255, Synergy_Bliss=-0.0340, Synergy_Loewe=-6.87, Synergy_HSA=-0.108. Drug 1: CC1=C(N=C(N=C1N)C(CC(=O)N)NCC(C(=O)N)N)C(=O)NC(C(C2=CN=CN2)OC3C(C(C(C(O3)CO)O)O)OC4C(C(C(C(O4)CO)O)OC(=O)N)O)C(=O)NC(C)C(C(C)C(=O)NC(C(C)O)C(=O)NCCC5=NC(=CS5)C6=NC(=CS6)C(=O)NCCC[S+](C)C)O. Drug 2: C1=NC2=C(N1)C(=S)N=CN2. Cell line: SK-OV-3. (4) Drug 1: C1CCC(C1)C(CC#N)N2C=C(C=N2)C3=C4C=CNC4=NC=N3. Drug 2: CC12CCC(CC1=CCC3C2CCC4(C3CC=C4C5=CN=CC=C5)C)O. Cell line: OVCAR3. Synergy scores: CSS=4.96, Synergy_ZIP=-1.05, Synergy_Bliss=5.07, Synergy_Loewe=-4.52, Synergy_HSA=0.917. (5) Drug 1: CCCCC(=O)OCC(=O)C1(CC(C2=C(C1)C(=C3C(=C2O)C(=O)C4=C(C3=O)C=CC=C4OC)O)OC5CC(C(C(O5)C)O)NC(=O)C(F)(F)F)O. Drug 2: C(CN)CNCCSP(=O)(O)O. Cell line: SR. Synergy scores: CSS=57.8, Synergy_ZIP=1.77, Synergy_Bliss=1.85, Synergy_Loewe=-30.8, Synergy_HSA=2.18. (6) Synergy scores: CSS=-3.97, Synergy_ZIP=-1.67, Synergy_Bliss=-5.11, Synergy_Loewe=-15.7, Synergy_HSA=-15.6. Drug 2: C1CN1P(=S)(N2CC2)N3CC3. Cell line: MALME-3M. Drug 1: CN(CC1=CN=C2C(=N1)C(=NC(=N2)N)N)C3=CC=C(C=C3)C(=O)NC(CCC(=O)O)C(=O)O. (7) Drug 1: C1CN1C2=NC(=NC(=N2)N3CC3)N4CC4. Drug 2: CCC1(CC2CC(C3=C(CCN(C2)C1)C4=CC=CC=C4N3)(C5=C(C=C6C(=C5)C78CCN9C7C(C=CC9)(C(C(C8N6C)(C(=O)OC)O)OC(=O)C)CC)OC)C(=O)OC)O.OS(=O)(=O)O. Cell line: NCI-H460. Synergy scores: CSS=42.3, Synergy_ZIP=3.16, Synergy_Bliss=0.244, Synergy_Loewe=-1.61, Synergy_HSA=-0.750. (8) Drug 1: C1=CC(=C2C(=C1NCCNCCO)C(=O)C3=C(C=CC(=C3C2=O)O)O)NCCNCCO. Drug 2: CC12CCC3C(C1CCC2O)C(CC4=C3C=CC(=C4)O)CCCCCCCCCS(=O)CCCC(C(F)(F)F)(F)F. Cell line: SK-MEL-28. Synergy scores: CSS=38.4, Synergy_ZIP=0.713, Synergy_Bliss=0.718, Synergy_Loewe=-20.5, Synergy_HSA=0.732.